This data is from Forward reaction prediction with 1.9M reactions from USPTO patents (1976-2016). The task is: Predict the product of the given reaction. Given the reactants Br[C:2]1[CH:3]=[CH:4][C:5]2[S:13][C:12]3[CH2:11][CH2:10][N:9]([C:14]([O:16][C:17]([CH3:20])([CH3:19])[CH3:18])=[O:15])[CH2:8][C:7]=3[C:6]=2[CH:21]=1.[F:22][C:23]1[CH:24]=[CH:25][C:26]([CH2:29][O:30][C:31]2[CH:36]=[CH:35][NH:34][C:33](=[O:37])[CH:32]=2)=[N:27][CH:28]=1, predict the reaction product. The product is: [F:22][C:23]1[CH:24]=[CH:25][C:26]([CH2:29][O:30][C:31]2[CH:36]=[CH:35][N:34]([C:2]3[CH:3]=[CH:4][C:5]4[S:13][C:12]5[CH2:11][CH2:10][N:9]([C:14]([O:16][C:17]([CH3:20])([CH3:19])[CH3:18])=[O:15])[CH2:8][C:7]=5[C:6]=4[CH:21]=3)[C:33](=[O:37])[CH:32]=2)=[N:27][CH:28]=1.